From a dataset of Full USPTO retrosynthesis dataset with 1.9M reactions from patents (1976-2016). Predict the reactants needed to synthesize the given product. (1) Given the product [N+:1]([C:4]1[CH:9]=[C:8]([N:10]2[CH2:14][CH2:13][CH2:12][CH2:11]2)[CH:7]=[CH:6][C:5]=1[C:15]1[S:17][C:22]2[CH:23]([OH:24])[CH2:18][CH2:19][CH2:20][C:21]=2[N:16]=1)([O-:3])=[O:2], predict the reactants needed to synthesize it. The reactants are: [N+:1]([C:4]1[CH:9]=[C:8]([N:10]2[CH2:14][CH2:13][CH2:12][CH2:11]2)[CH:7]=[CH:6][C:5]=1[C:15](=[S:17])[NH2:16])([O-:3])=[O:2].[CH:18]12[O:24][CH:23]1[CH2:22][CH2:21][CH2:20][C:19]2=O. (2) The reactants are: [Cl:1][C:2]1[C:3]([CH:21]([CH:23]2[CH2:27][CH2:26][C@@H:25]([N:28]([CH2:36][C:37]3[CH:42]=[CH:41][CH:40]=[CH:39][CH:38]=3)[CH2:29][C:30]3[CH:35]=[CH:34][CH:33]=[CH:32][CH:31]=3)[CH2:24]2)[OH:22])=[C:4]2[CH:10]=[CH:9][N:8]([Si:11]([CH:18]([CH3:20])[CH3:19])([CH:15]([CH3:17])[CH3:16])[CH:12]([CH3:14])[CH3:13])[C:5]2=[N:6][CH:7]=1.CC(OI1(OC(C)=O)(OC(C)=O)OC(=O)C2C=CC=CC1=2)=O. Given the product [Cl:1][C:2]1[C:3]([C:21]([CH:23]2[CH2:27][CH2:26][C@@H:25]([N:28]([CH2:36][C:37]3[CH:38]=[CH:39][CH:40]=[CH:41][CH:42]=3)[CH2:29][C:30]3[CH:31]=[CH:32][CH:33]=[CH:34][CH:35]=3)[CH2:24]2)=[O:22])=[C:4]2[CH:10]=[CH:9][N:8]([Si:11]([CH:18]([CH3:19])[CH3:20])([CH:15]([CH3:16])[CH3:17])[CH:12]([CH3:14])[CH3:13])[C:5]2=[N:6][CH:7]=1, predict the reactants needed to synthesize it. (3) Given the product [CH2:1]([N:5]([CH3:6])[C:10](=[O:11])[CH2:9][C:8](=[O:12])[CH3:7])[CH2:2][CH2:3][CH3:4], predict the reactants needed to synthesize it. The reactants are: [CH2:1]([NH:5][CH3:6])[CH2:2][CH2:3][CH3:4].[CH2:7]=[C:8]1[O:12][C:10](=[O:11])[CH2:9]1. (4) The reactants are: [CH3:1][C:2]1[CH:10]=[C:9]([N+:11]([O-:13])=[O:12])[CH:8]=[CH:7][C:3]=1[C:4]([OH:6])=O.[CH3:14][C:15]1[CH:20]=[C:19]([CH3:21])[CH:18]=[CH:17][C:16]=1[N:22]1[CH2:27][CH2:26][NH:25][CH2:24][CH2:23]1.ON1C2C=CC=CC=2N=N1.Cl.C(N=C=NCCCN(C)C)C. Given the product [CH3:14][C:15]1[CH:20]=[C:19]([CH3:21])[CH:18]=[CH:17][C:16]=1[N:22]1[CH2:23][CH2:24][N:25]([C:4]([C:3]2[CH:7]=[CH:8][C:9]([N+:11]([O-:13])=[O:12])=[CH:10][C:2]=2[CH3:1])=[O:6])[CH2:26][CH2:27]1, predict the reactants needed to synthesize it. (5) Given the product [CH3:19][O:18][C:13]1[CH:14]=[CH:15][CH:16]=[CH:17][C:12]=1[NH:11][C:9]1[N:10]=[C:3]2[C:2]([C:20]3[CH:25]=[CH:24][CH:23]=[CH:22][CH:21]=3)=[CH:7][CH:6]=[CH:5][N:4]2[N:8]=1, predict the reactants needed to synthesize it. The reactants are: Br[C:2]1[C:3]2[N:4]([N:8]=[C:9]([NH:11][C:12]3[CH:17]=[CH:16][CH:15]=[CH:14][C:13]=3[O:18][CH3:19])[N:10]=2)[CH:5]=[CH:6][CH:7]=1.[C:20]1(B(O)O)[CH:25]=[CH:24][CH:23]=[CH:22][CH:21]=1. (6) The reactants are: [CH3:1][N:2]1[C:10]2[C:5](=[CH:6][CH:7]=[CH:8][CH:9]=2)[C:4]([CH2:11][NH:12][C:13]2[CH:18]=[CH:17][CH:16]=[CH:15][C:14]=2[N+:19]([O-])=O)=[CH:3]1.[H][H]. Given the product [CH3:1][N:2]1[C:10]2[C:5](=[CH:6][CH:7]=[CH:8][CH:9]=2)[C:4]([CH2:11][NH:12][C:13]2[CH:18]=[CH:17][CH:16]=[CH:15][C:14]=2[NH2:19])=[CH:3]1, predict the reactants needed to synthesize it. (7) Given the product [CH3:43][O:42][N:41]=[C:40]1[CH2:39][CH2:38][CH:37]=[C:36]1[O:35][C:32]1[CH:33]=[CH:34][C:29]([CH2:28][C:23]2[CH:22]=[C:21]([C@@:9]34[O:20][C@@:6]([CH2:44][OH:45])([CH2:7][O:8]3)[C@@H:5]([OH:4])[C@H:11]([OH:12])[C@H:10]4[OH:16])[CH:26]=[CH:25][C:24]=2[Cl:27])=[CH:30][CH:31]=1, predict the reactants needed to synthesize it. The reactants are: C([O:4][C@H:5]1[C@H:11]([O:12]C(=O)C)[C@@H:10]([O:16]C(=O)C)[C@:9]2([C:21]3[CH:26]=[CH:25][C:24]([Cl:27])=[C:23]([CH2:28][C:29]4[CH:34]=[CH:33][C:32]([O:35][C:36]5[C:40](=[N:41][O:42][CH3:43])[CH2:39][CH2:38][CH:37]=5)=[CH:31][CH:30]=4)[CH:22]=3)[O:20][C@@:6]1([CH2:44][O:45]C(=O)C)[CH2:7][O:8]2)(=O)C.C1COCC1.O.O[Li].O. (8) Given the product [CH3:21][C:19]1[N:20]=[C:16]([C@@H:12]2[CH2:13][CH2:14][CH2:15][NH:11]2)[NH:17][CH:18]=1, predict the reactants needed to synthesize it. The reactants are: C(OC([N:11]1[CH2:15][CH2:14][CH2:13][C@H:12]1[C:16]1[NH:17][CH:18]=[C:19]([CH3:21])[N:20]=1)=O)C1C=CC=CC=1. (9) Given the product [NH2:5][CH2:4][CH2:3][C@@H:2]([C:6]1[CH:11]=[CH:10][CH:9]=[CH:8][CH:7]=1)[OH:1], predict the reactants needed to synthesize it. The reactants are: [OH:1][C@H:2]([C:6]1[CH:11]=[CH:10][CH:9]=[CH:8][CH:7]=1)[CH2:3][C:4]#[N:5].B. (10) Given the product [F:21][C:5]1[C:6]([NH:8][C:9]2[CH:20]=[CH:19][CH:18]=[CH:17][C:10]=2[C:11]([NH:13][CH:14]([CH3:16])[CH3:15])=[O:12])=[N:7][C:2]([NH:22][C:23]2[CH:28]=[CH:27][CH:26]=[C:25]([N:29]3[CH2:34][C@@H:33]([CH3:35])[NH:32][CH2:31][C:30]3=[O:42])[CH:24]=2)=[N:3][CH:4]=1, predict the reactants needed to synthesize it. The reactants are: Cl[C:2]1[N:7]=[C:6]([NH:8][C:9]2[CH:20]=[CH:19][CH:18]=[CH:17][C:10]=2[C:11]([NH:13][CH:14]([CH3:16])[CH3:15])=[O:12])[C:5]([F:21])=[CH:4][N:3]=1.[NH2:22][C:23]1[CH:24]=[C:25]([N:29]2[CH2:34][C@@H:33]([CH3:35])[N:32](C(=O)C(F)(F)F)[CH2:31][C:30]2=[O:42])[CH:26]=[CH:27][CH:28]=1.